From a dataset of hERG potassium channel inhibition data for cardiac toxicity prediction from Karim et al.. Regression/Classification. Given a drug SMILES string, predict its toxicity properties. Task type varies by dataset: regression for continuous values (e.g., LD50, hERG inhibition percentage) or binary classification for toxic/non-toxic outcomes (e.g., AMES mutagenicity, cardiotoxicity, hepatotoxicity). Dataset: herg_karim. (1) The compound is O[C@H]1CC[C@H](Nc2ccn3ncc(-c4cccc(OC(F)(F)F)c4)c3n2)CC1. The result is 0 (non-blocker). (2) The compound is Cc1cc2nc(CC3CCCCC3)n(Cc3ccc(Cl)cc3)c2cc1C. The result is 0 (non-blocker). (3) The drug is OC(c1ccc(F)cc1)c1ccc(F)cc1. The result is 0 (non-blocker). (4) The compound is C[C@@H]1Oc2ccc(-c3cccnc3F)cc2[C@@]2(COC(N)=N2)C12COC2. The result is 0 (non-blocker). (5) The drug is NC(=O)c1ccc2[nH]ccc2c1. The result is 0 (non-blocker). (6) The molecule is CN(C)C(=O)[C@@H](C1CCC(NS(=O)(=O)c2ccc(F)cc2F)CC1)[C@H]([NH3+])C(=O)N1CC[C@H](F)C1. The result is 0 (non-blocker). (7) The drug is COc1ccc2nnc(=O)n(CCN3CCC(NCc4ccc5c(n4)NC(=O)CO5)CC3)c2c1. The result is 0 (non-blocker). (8) The molecule is CN(C)CCCCc1ccc(C(C)(C)C)cc1. The result is 1 (blocker). (9) The drug is COc1nc(Nc2cccc3c2nc(-c2ccc(F)cc2)n3C)ccc1-n1cnc(C)c1. The result is 1 (blocker). (10) The molecule is Cc1ccc(CCN(C)CCOc2ccc(C)cc2)cc1. The result is 1 (blocker).